This data is from Reaction yield outcomes from USPTO patents with 853,638 reactions. The task is: Predict the reaction yield, written as a fraction of the theoretical maximum amount of product (1.0 means a 100% yield; for example, 0.34 means a 34% yield). (1) The reactants are CC1C(C(Cl)=O)=C(C)ON=1.[NH2:11][C:12]1[N:17]=[CH:16][N:15]=[C:14]2[N:18]([C@H:39]3[CH2:44][CH2:43][C@@H:42]([N:45]4[CH2:50][CH2:49][N:48]([CH3:51])[CH2:47][CH2:46]4)[CH2:41][CH2:40]3)[N:19]=[C:20]([C:21]3[CH:26]=[CH:25][C:24]([NH:27][C:28]([C:30]4[C:31]([CH3:36])=[N:32][O:33][C:34]=4[CH3:35])=[O:29])=[C:23]([O:37][CH3:38])[CH:22]=3)[C:13]=12.NC1C=CC(C2C3C(=NC=NC=3N)N([C@H]3CC[C@@H](N4CCN(C)CC4)CC3)N=2)=CC=1OC. The catalyst is N1C=CC=CC=1. The product is [NH2:11][C:12]1[N:17]=[CH:16][N:15]=[C:14]2[N:18]([C@H:39]3[CH2:40][CH2:41][C@@H:42]([N:45]4[CH2:50][CH2:49][N:48]([CH3:51])[CH2:47][CH2:46]4)[CH2:43][CH2:44]3)[N:19]=[C:20]([C:21]3[CH:26]=[CH:25][C:24]([NH:27][C:28]([C:30]4[C:31]([CH3:36])=[N:32][O:33][C:34]=4[CH3:35])=[O:29])=[C:23]([O:37][CH3:38])[CH:22]=3)[C:13]=12. The yield is 0.870. (2) The reactants are [CH3:1][N:2]1[C:6]([CH3:7])=[C:5]([C:8]([OH:10])=O)[C:4](=[O:11])[N:3]1[C:12]1[CH:17]=[CH:16][CH:15]=[CH:14][CH:13]=1.C1C=NC2N(O)N=NC=2C=1.CCN=C=NCCCN(C)C.CCN(CC)CC.[NH2:46][C:47]1[CH:52]=[CH:51][C:50]([OH:53])=[CH:49][CH:48]=1. The catalyst is CN(C=O)C. The product is [OH:53][C:50]1[CH:51]=[CH:52][C:47]([NH:46][C:8]([C:5]2[C:4](=[O:11])[N:3]([C:12]3[CH:17]=[CH:16][CH:15]=[CH:14][CH:13]=3)[N:2]([CH3:1])[C:6]=2[CH3:7])=[O:10])=[CH:48][CH:49]=1. The yield is 0.850. (3) The reactants are [C:1]([N:4]([C:30]1[CH:35]=[CH:34][C:33]([Cl:36])=[CH:32][CH:31]=1)[C@H:5]1[C:14]2[C:9](=[CH:10][CH:11]=[CH:12][CH:13]=2)[N:8]([C:15]([C:17]2[O:21][N:20]=[C:19]([O:22][CH2:23][C:24]([O:26]CC)=[O:25])[CH:18]=2)=[O:16])[C@@H:7]([CH3:29])[CH2:6]1)(=[O:3])[CH3:2].O.[OH-].[Li+]. The catalyst is CO. The product is [C:1]([N:4]([C:30]1[CH:31]=[CH:32][C:33]([Cl:36])=[CH:34][CH:35]=1)[C@H:5]1[C:14]2[C:9](=[CH:10][CH:11]=[CH:12][CH:13]=2)[N:8]([C:15]([C:17]2[O:21][N:20]=[C:19]([O:22][CH2:23][C:24]([OH:26])=[O:25])[CH:18]=2)=[O:16])[C@@H:7]([CH3:29])[CH2:6]1)(=[O:3])[CH3:2]. The yield is 0.600.